From a dataset of Catalyst prediction with 721,799 reactions and 888 catalyst types from USPTO. Predict which catalyst facilitates the given reaction. (1) Reactant: [H-].[Na+].[OH:3][CH2:4][CH2:5][C:6]1[CH:11]=[CH:10][C:9]([OH:12])=[CH:8][CH:7]=1.[Si:13](Cl)([C:16]([CH3:19])([CH3:18])[CH3:17])([CH3:15])[CH3:14].P([O-])([O-])([O-])=O. Product: [Si:13]([O:12][C:9]1[CH:10]=[CH:11][C:6]([CH2:5][CH2:4][OH:3])=[CH:7][CH:8]=1)([C:16]([CH3:19])([CH3:18])[CH3:17])([CH3:15])[CH3:14]. The catalyst class is: 1. (2) Reactant: C[O:2][C:3]([C:5]1[C:6]([C:21](OC)=[O:22])=[CH:7][CH:8]=[C:9]2[C:18]=1[CH:17]=[C:16]([O:19]C)[C:15]1[C:10]2=[CH:11][CH:12]=[CH:13][CH:14]=1)=[O:4].[Na+].C(=O)([O-])O. Product: [OH:19][C:16]1[C:15]2[C:10]([C:9]3[C:18]([CH:17]=1)=[C:5]1[C:3]([O:2][C:21](=[O:22])[C:6]1=[CH:7][CH:8]=3)=[O:4])=[CH:11][CH:12]=[CH:13][CH:14]=2. The catalyst class is: 6. (3) Reactant: [OH:1][CH2:2][CH2:3][O:4][CH:5]([CH3:15])[CH2:6][NH:7][C:8](=[O:14])[O:9][C:10]([CH3:13])([CH3:12])[CH3:11].[H-].[Na+].[CH3:18]I. Product: [CH3:18][O:1][CH2:2][CH2:3][O:4][CH:5]([CH3:15])[CH2:6][NH:7][C:8](=[O:14])[O:9][C:10]([CH3:11])([CH3:13])[CH3:12]. The catalyst class is: 7. (4) Reactant: [CH3:1][C:2]1[CH:3]=[CH:4][CH:5]=[C:6]2[C:11]=1[N:10]=[C:9]([C:12]1[CH:17]=[CH:16][CH:15]=[CH:14][C:13]=1[CH3:18])[C:8]([CH2:19]O)=[CH:7]2.O=S(Cl)[Cl:23]. Product: [Cl:23][CH2:19][C:8]1[C:9]([C:12]2[CH:17]=[CH:16][CH:15]=[CH:14][C:13]=2[CH3:18])=[N:10][C:11]2[C:6]([CH:7]=1)=[CH:5][CH:4]=[CH:3][C:2]=2[CH3:1]. The catalyst class is: 22. (5) Reactant: Cl[C:2]1[N:7]=[C:6]([Cl:8])[N:5]=[C:4]([CH3:9])[N:3]=1.[CH3:10][O:11][C:12]1[CH:17]=[CH:16][C:15]([CH2:18][NH2:19])=[CH:14][CH:13]=1.C(N(C(C)C)C(C)C)C.CCOC(C)=O. Product: [Cl:8][C:6]1[N:5]=[C:4]([CH3:9])[N:3]=[C:2]([NH:19][CH2:18][C:15]2[CH:16]=[CH:17][C:12]([O:11][CH3:10])=[CH:13][CH:14]=2)[N:7]=1. The catalyst class is: 3.